Dataset: Catalyst prediction with 721,799 reactions and 888 catalyst types from USPTO. Task: Predict which catalyst facilitates the given reaction. (1) Reactant: [CH2:1]([O:4][CH:5]1[CH2:11][CH:10]2[N:12]([CH2:13][C@@H:14]([CH3:25])[CH2:15][N:16]3[C:24]4[C:19](=[CH:20][CH:21]=[CH:22][CH:23]=4)[CH:18]=[N:17]3)[CH:7]([CH2:8][CH2:9]2)[CH2:6]1)[CH2:2][CH3:3].O.O.[C:28]([OH:33])(=[O:32])[C:29]([OH:31])=[O:30]. Product: [C:28]([OH:33])(=[O:32])[C:29]([OH:31])=[O:30].[CH2:1]([O:4][CH:5]1[CH2:11][CH:10]2[N:12]([CH2:13][C@@H:14]([CH3:25])[CH2:15][N:16]3[C:24]4[C:19](=[CH:20][CH:21]=[CH:22][CH:23]=4)[CH:18]=[N:17]3)[CH:7]([CH2:8][CH2:9]2)[CH2:6]1)[CH2:2][CH3:3]. The catalyst class is: 21. (2) Reactant: [Si]([O:8][CH2:9][C:10]1([CH3:35])[S:16][CH2:15][CH2:14][N:13]2[C:17]([C:20]3([C:23]4[CH:28]=[CH:27][C:26]([C:29]5[CH:30]=[N:31][N:32]([CH3:34])[CH:33]=5)=[CH:25][CH:24]=4)[CH2:22][CH2:21]3)=[N:18][N:19]=[C:12]2[CH2:11]1)(C(C)(C)C)(C)C.Cl. Product: [CH3:35][C:10]1([CH2:9][OH:8])[S:16][CH2:15][CH2:14][N:13]2[C:17]([C:20]3([C:23]4[CH:24]=[CH:25][C:26]([C:29]5[CH:30]=[N:31][N:32]([CH3:34])[CH:33]=5)=[CH:27][CH:28]=4)[CH2:22][CH2:21]3)=[N:18][N:19]=[C:12]2[CH2:11]1. The catalyst class is: 5. (3) Reactant: [CH3:1][N:2]1[CH2:7][CH2:6][N:5]([C:8]2[CH:13]=[CH:12][C:11]([NH:14][C:15]3[N:24]=[CH:23][C:22]4[CH2:21][C:20]([CH3:26])([CH3:25])[C:19]5[C:27]([C:31]([O:33]CC)=[O:32])=[N:28][N:29]([CH3:30])[C:18]=5[C:17]=4[N:16]=3)=[CH:10][CH:9]=2)[CH2:4][CH2:3]1.[OH-].[K+:37]. Product: [K+:37].[CH3:1][N:2]1[CH2:3][CH2:4][N:5]([C:8]2[CH:9]=[CH:10][C:11]([NH:14][C:15]3[N:24]=[CH:23][C:22]4[CH2:21][C:20]([CH3:26])([CH3:25])[C:19]5[C:27]([C:31]([O-:33])=[O:32])=[N:28][N:29]([CH3:30])[C:18]=5[C:17]=4[N:16]=3)=[CH:12][CH:13]=2)[CH2:6][CH2:7]1. The catalyst class is: 8. (4) Reactant: [CH2:1]([N:8]1[C:16]2[C:11](=[CH:12][C:13]([Br:17])=[CH:14][CH:15]=2)[C:10]([C:18]([O:20]C)=[O:19])=[N:9]1)[C:2]1[CH:7]=[CH:6][CH:5]=[CH:4][CH:3]=1.[OH-].[Na+].Cl. Product: [CH2:1]([N:8]1[C:16]2[C:11](=[CH:12][C:13]([Br:17])=[CH:14][CH:15]=2)[C:10]([C:18]([OH:20])=[O:19])=[N:9]1)[C:2]1[CH:3]=[CH:4][CH:5]=[CH:6][CH:7]=1. The catalyst class is: 5. (5) Reactant: [NH2:1][C:2]1[S:3][CH2:4][CH2:5][N:6]=1.Br[CH2:8][C:9]1[CH:10]=[CH:11][C:12]([Cl:15])=[N:13][CH:14]=1. Product: [Cl:15][C:12]1[N:13]=[CH:14][C:9]([CH2:8][N:6]2[CH2:5][CH2:4][S:3][C:2]2=[NH:1])=[CH:10][CH:11]=1.[Cl:15][C:12]1[N:13]=[CH:14][C:9]([CH2:8][N:6]2[CH2:5][CH2:4][S:3][C:2]2=[N:1][CH2:8][C:9]2[CH:14]=[N:13][C:12]([Cl:15])=[CH:11][CH:10]=2)=[CH:10][CH:11]=1. The catalyst class is: 10. (6) Reactant: [F:1][C:2]1[CH:10]=[C:9]([F:11])[CH:8]=[C:7]2[C:3]=1[CH2:4][CH:5]([CH3:13])[CH:6]2O.O.C1(C)C=CC(S(O)(=O)=O)=CC=1. Product: [F:11][C:9]1[CH:8]=[C:7]2[C:3](=[C:2]([F:1])[CH:10]=1)[CH2:4][C:5]([CH3:13])=[CH:6]2. The catalyst class is: 11. (7) Reactant: [OH:1]/[N:2]=[C:3](\Cl)/[C:4]1[CH:9]=[CH:8][CH:7]=[CH:6][N:5]=1.Br[C:12](=[CH:18][CH2:19][CH2:20][CH3:21])[C:13]([O:15][CH2:16][CH3:17])=[O:14].C(N(CC)CC)C.CCCCCC. Product: [CH2:19]([C:18]1[C:3]([C:4]2[CH:9]=[CH:8][CH:7]=[CH:6][N:5]=2)=[N:2][O:1][C:12]=1[C:13]([O:15][CH2:16][CH3:17])=[O:14])[CH2:20][CH3:21]. The catalyst class is: 120.